Predict the reactants needed to synthesize the given product. From a dataset of Full USPTO retrosynthesis dataset with 1.9M reactions from patents (1976-2016). (1) The reactants are: [Br:1][C:2]1[CH:3]=[N:4][C:5]2[C:10]([CH:11]=1)=[CH:9][C:8]([CH2:12][C:13]([NH:15][NH2:16])=[O:14])=[CH:7][CH:6]=2.[N:17]#[C:18]Br. Given the product [Br:1][C:2]1[CH:3]=[N:4][C:5]2[C:10]([CH:11]=1)=[CH:9][C:8]([CH2:12][C:13]1[O:14][C:18]([NH2:17])=[N:16][N:15]=1)=[CH:7][CH:6]=2, predict the reactants needed to synthesize it. (2) The reactants are: [C:1](=[O:13])([O:11][CH3:12])[O:2][C:3]1[CH:8]=[CH:7][C:6]([F:9])=[CH:5][C:4]=1[Cl:10].[N+:14]([O-])([OH:16])=[O:15]. Given the product [C:1](=[O:13])([O:11][CH3:12])[O:2][C:3]1[CH:8]=[C:7]([N+:14]([O-:16])=[O:15])[C:6]([F:9])=[CH:5][C:4]=1[Cl:10], predict the reactants needed to synthesize it. (3) Given the product [Cl:17][C:12]1[CH:11]=[C:10]([C@@H:9]2[O:8][CH2:7][CH2:6][N:5]([C:18]([O:20][C:21]([CH3:24])([CH3:23])[CH3:22])=[O:19])[CH2:4][C@H:3]2[CH2:2][NH:1][S:35]([CH:34]=[CH2:33])(=[O:37])=[O:36])[CH:15]=[CH:14][C:13]=1[Cl:16], predict the reactants needed to synthesize it. The reactants are: [NH2:1][CH2:2][C@H:3]1[C@H:9]([C:10]2[CH:15]=[CH:14][C:13]([Cl:16])=[C:12]([Cl:17])[CH:11]=2)[O:8][CH2:7][CH2:6][N:5]([C:18]([O:20][C:21]([CH3:24])([CH3:23])[CH3:22])=[O:19])[CH2:4]1.C(N(CC)CC)C.Cl[CH2:33][CH2:34][S:35](Cl)(=[O:37])=[O:36]. (4) Given the product [Cl:60][C:54]1[CH:55]=[CH:56][N:57]=[C:58]2[C:53]=1[N:52]=[CH:51][C:50]([N:61]1[CH2:66][CH2:65][O:64][CH2:63][CH2:62]1)=[CH:59]2, predict the reactants needed to synthesize it. The reactants are: CC1(C)C2C(=C(P(C3C=CC=CC=3)C3C=CC=CC=3)C=CC=2)OC2C(P(C3C=CC=CC=3)C3C=CC=CC=3)=CC=CC1=2.CC(C)([O-])C.[Na+].Br[C:50]1[CH:51]=[N:52][C:53]2[C:58]([CH:59]=1)=[N:57][CH:56]=[CH:55][C:54]=2[Cl:60].[NH:61]1[CH2:66][CH2:65][O:64][CH2:63][CH2:62]1. (5) The reactants are: C([N-]C(C)C)(C)C.[Li+].[CH3:9][O:10][C:11]1[CH:12]=[CH:13][C:14]([C:21]2[CH:26]=[CH:25][CH:24]=[C:23]([C:27]([F:30])([F:29])[F:28])[CH:22]=2)=[C:15]2[C:19]=1[C:18](=[O:20])[CH2:17][CH2:16]2.C([C:33]([O:35][CH3:36])=[O:34])#N. Given the product [CH3:9][O:10][C:11]1[CH:12]=[CH:13][C:14]([C:21]2[CH:26]=[CH:25][CH:24]=[C:23]([C:27]([F:28])([F:29])[F:30])[CH:22]=2)=[C:15]2[C:19]=1[C:18](=[O:20])[CH:17]([C:33]([O:35][CH3:36])=[O:34])[CH2:16]2, predict the reactants needed to synthesize it.